Dataset: Reaction yield outcomes from USPTO patents with 853,638 reactions. Task: Predict the reaction yield, written as a fraction of the theoretical maximum amount of product (1.0 means a 100% yield; for example, 0.34 means a 34% yield). (1) The reactants are [CH3:1][C:2]([C:7]1[CH:12]=[CH:11][CH:10]=[CH:9][CH:8]=1)([CH3:6])[C:3](O)=[O:4].CSC.B.CO.O. The catalyst is C1COCC1. The product is [CH3:6][C:2]([C:7]1[CH:12]=[CH:11][CH:10]=[CH:9][CH:8]=1)([CH3:1])[CH2:3][OH:4]. The yield is 0.770. (2) The reactants are [H-].[Na+].[NH2:3][C:4]1[CH:5]=[CH:6][C:7]([CH3:11])=[C:8]([OH:10])[CH:9]=1.I[C:13]1[CH:14]=[CH:15][C:16]2[N:17]([CH:19]=[C:20]([NH:22][C:23]([CH:25]3[CH2:27][CH2:26]3)=[O:24])[N:21]=2)[N:18]=1. The catalyst is CN(C)C=O. The product is [NH2:3][C:4]1[CH:5]=[CH:6][C:7]([CH3:11])=[C:8]([CH:9]=1)[O:10][C:13]1[CH:14]=[CH:15][C:16]2[N:17]([CH:19]=[C:20]([NH:22][C:23]([CH:25]3[CH2:26][CH2:27]3)=[O:24])[N:21]=2)[N:18]=1. The yield is 0.310. (3) The reactants are [F:1][C:2]1[CH:7]=[CH:6][C:5]([CH:8]2[CH2:13][C:12](=O)[NH:11][CH2:10][CH:9]2[CH2:15][CH2:16][C:17]([OH:19])=[O:18])=[CH:4][CH:3]=1.F[B-](F)(F)F.C[O+](C)C.[BH4-].[Na+]. The catalyst is ClCCl. The product is [F:1][C:2]1[CH:7]=[CH:6][C:5]([CH:8]2[CH2:13][CH2:12][NH:11][CH2:10][CH:9]2[CH2:15][CH2:16][C:17]([OH:19])=[O:18])=[CH:4][CH:3]=1. The yield is 0.750. (4) The reactants are [O:1]1[CH2:6][CH2:5][CH2:4][CH2:3][CH:2]1[O:7][CH:8]1[CH2:12][CH2:11][N:10](C(OCC2C=CC=CC=2)=O)[CH2:9]1. The catalyst is [Pd].CO. The product is [O:1]1[CH2:6][CH2:5][CH2:4][CH2:3][CH:2]1[O:7][CH:8]1[CH2:12][CH2:11][NH:10][CH2:9]1. The yield is 0.670. (5) The reactants are [F:1][C:2]([F:16])([F:15])[C:3]1[CH:4]=[C:5]([NH:13][NH2:14])[CH:6]=[C:7]([C:9]([F:12])([F:11])[F:10])[CH:8]=1.[CH3:17][N:18]1[CH2:23][CH2:22][O:21][CH2:20][CH2:19]1.F[P-](F)(F)(F)(F)F.[N:31]1(O[P+](N(C)C)(N(C)C)N(C)C)[C:35]2[CH:36]=[CH:37][CH:38]=[CH:39][C:34]=2N=N1.[OH-].[Na+].[CH3:53][N:54](C=O)[CH3:55]. The catalyst is CCOC(C)=O. The product is [F:1][C:2]([F:15])([F:16])[C:3]1[CH:4]=[C:5]([NH:13][NH:14][C:20](=[O:21])[CH:19]([N:18]2[CH2:17][CH2:53][N:54]([CH3:55])[CH2:22][CH2:23]2)[C:35]2[CH:36]=[CH:37][CH:38]=[C:39]([CH3:34])[N:31]=2)[CH:6]=[C:7]([C:9]([F:12])([F:10])[F:11])[CH:8]=1. The yield is 0.200.